From a dataset of Cav3 T-type calcium channel HTS with 100,875 compounds. Binary Classification. Given a drug SMILES string, predict its activity (active/inactive) in a high-throughput screening assay against a specified biological target. (1) The result is 0 (inactive). The compound is O=c1[nH][nH]c(CC(=O)N\N=C\C=C/c2ccccc2)c1. (2) The compound is s1c2n(nc(c2cc1C(=O)NCCN1CCOCC1)C)c1ccccc1. The result is 0 (inactive).